This data is from Full USPTO retrosynthesis dataset with 1.9M reactions from patents (1976-2016). The task is: Predict the reactants needed to synthesize the given product. (1) Given the product [F:1][C@H:2]1[C@@H:7]([O:8][C:9]2[CH:16]=[CH:15][C:14]([C:17]3[N:22]=[C:21]([NH:23][C:24]4[CH:25]=[CH:26][C:27]([N:30]5[CH2:31][CH2:32][N:33]([CH3:43])[CH2:34][CH2:35]5)=[CH:28][CH:29]=4)[N:20]=[CH:19][N:18]=3)=[CH:13][C:10]=2[C:11]#[N:12])[CH2:6][CH2:5][N:4]([C:36](=[O:40])[C@@H:37]([OH:39])[CH3:38])[CH2:3]1, predict the reactants needed to synthesize it. The reactants are: [F:1][C@H:2]1[C@@H:7]([O:8][C:9]2[CH:16]=[CH:15][C:14]([C:17]3[N:22]=[C:21]([NH:23][C:24]4[CH:29]=[CH:28][C:27]([N:30]5[CH2:35][CH2:34][NH:33][CH2:32][CH2:31]5)=[CH:26][CH:25]=4)[N:20]=[CH:19][N:18]=3)=[CH:13][C:10]=2[C:11]#[N:12])[CH2:6][CH2:5][N:4]([C:36](=[O:40])[C@@H:37]([OH:39])[CH3:38])[CH2:3]1.C=O.[C:43](O[BH-](OC(=O)C)OC(=O)C)(=O)C.[Na+]. (2) Given the product [CH2:12]([N:14]1[C:22]2[C:17](=[CH:18][C:19]([C:23]3[NH:42][C:41]4[N:40]([N:39]=[CH:38][C:37]=4[C:35]4[O:36][C:32]([CH3:31])=[N:33][N:34]=4)[C:25](=[O:27])[CH:24]=3)=[CH:20][CH:21]=2)[CH:16]=[N:15]1)[CH3:13], predict the reactants needed to synthesize it. The reactants are: CC1C=CC(S(O)(=O)=O)=CC=1.[CH2:12]([N:14]1[C:22]2[C:17](=[CH:18][C:19]([C:23](=O)[CH2:24][C:25]([O:27]CC)=O)=[CH:20][CH:21]=2)[CH:16]=[N:15]1)[CH3:13].[CH3:31][C:32]1[O:36][C:35]([C:37]2[CH:38]=[N:39][NH:40][C:41]=2[NH2:42])=[N:34][N:33]=1. (3) Given the product [N+:14]([C:3]1[C:2]([OH:8])=[N:1][CH:6]=[CH:5][C:4]=1[OH:7])([O-:16])=[O:15], predict the reactants needed to synthesize it. The reactants are: [N:1]1[CH:6]=[CH:5][C:4]([OH:7])=[CH:3][C:2]=1[OH:8].OS(O)(=O)=O.[N+:14]([O-])([OH:16])=[O:15]. (4) Given the product [I:15][CH2:2][CH2:3][CH2:4][N:5]1[C:9]2[CH:10]=[CH:11][CH:12]=[CH:13][C:8]=2[S:7][C:6]1=[O:14], predict the reactants needed to synthesize it. The reactants are: Cl[CH2:2][CH2:3][CH2:4][N:5]1[C:9]2[CH:10]=[CH:11][CH:12]=[CH:13][C:8]=2[S:7][C:6]1=[O:14].[I-:15].[Na+]. (5) Given the product [F:1][C:2]1[CH:7]=[N:6][C:5]([CH:8]2[CH2:10][CH:9]2[CH2:11][NH2:12])=[N:4][CH:3]=1, predict the reactants needed to synthesize it. The reactants are: [F:1][C:2]1[CH:3]=[N:4][C:5]([CH:8]2[CH2:10][CH:9]2[CH2:11][NH:12]C(=O)OCC2C=CC=CC=2)=[N:6][CH:7]=1. (6) Given the product [Br:1][C:2]1[CH:7]=[CH:6][C:5]([C@@H:8]([NH:10][C:11](=[O:12])[O:13][C:14]([CH3:17])([CH3:16])[CH3:15])[CH3:9])=[CH:4][CH:3]=1, predict the reactants needed to synthesize it. The reactants are: [Br:1][C:2]1[CH:7]=[CH:6][C:5]([C@@H:8]([NH2:10])[CH3:9])=[CH:4][CH:3]=1.[C:11](O[C:11]([O:13][C:14]([CH3:17])([CH3:16])[CH3:15])=[O:12])([O:13][C:14]([CH3:17])([CH3:16])[CH3:15])=[O:12]. (7) Given the product [F:1][C:2]1[CH:33]=[CH:32][C:5]([CH2:6][N:7]2[C:15]3[CH:14]=[C:13]4[NH:16][C:17]([NH:19][C:20](=[O:28])[C:21]5[CH:26]=[CH:25][CH:24]=[C:23]([CH3:27])[CH:22]=5)=[N:18][C:12]4=[CH:11][C:10]=3[C:9]([CH3:29])([CH3:30])[C:8]2=[O:31])=[C:4]([OH:34])[CH:3]=1, predict the reactants needed to synthesize it. The reactants are: [F:1][C:2]1[CH:33]=[CH:32][C:5]([CH2:6][N:7]2[C:15]3[CH:14]=[C:13]4[NH:16][C:17]([NH:19][C:20](=[O:28])[C:21]5[CH:26]=[CH:25][CH:24]=[C:23]([CH3:27])[CH:22]=5)=[N:18][C:12]4=[CH:11][C:10]=3[C:9]([CH3:30])([CH3:29])[C:8]2=[O:31])=[C:4]([O:34]C)[CH:3]=1.B(Br)(Br)Br.Cl. (8) Given the product [CH3:1][O:2][C:3]([C:5]1[CH:9]=[C:8]([CH2:10][CH2:11][CH2:12][CH2:13][OH:14])[S:7][CH:6]=1)=[O:4], predict the reactants needed to synthesize it. The reactants are: [CH3:1][O:2][C:3]([C:5]1[CH:9]=[C:8]([C:10]#[C:11][CH2:12][CH2:13][OH:14])[S:7][CH:6]=1)=[O:4]. (9) Given the product [C:24]12([CH2:34][CH2:35][N:36]([CH2:37][CH2:38][CH2:39][CH2:40][CH3:41])[C:11]([NH:1][CH2:2][CH2:3][CH2:4][C:5]3[CH:10]=[CH:9][N:8]=[CH:7][CH:6]=3)=[S:12])[CH2:31][CH:30]3[CH2:29][CH:28]([CH2:27][CH:26]([CH2:32]3)[CH2:25]1)[CH2:33]2, predict the reactants needed to synthesize it. The reactants are: [NH2:1][CH2:2][CH2:3][CH2:4][C:5]1[CH:10]=[CH:9][N:8]=[CH:7][CH:6]=1.[C:11](N1C=CN=C1)(N1C=CN=C1)=[S:12].Cl.[C:24]12([CH2:34][CH2:35][NH:36][CH2:37][CH2:38][CH2:39][CH2:40][CH3:41])[CH2:33][CH:28]3[CH2:29][CH:30]([CH2:32][CH:26]([CH2:27]3)[CH2:25]1)[CH2:31]2.C(=O)([O-])O.[Na+]. (10) Given the product [CH2:13]1[N:1]2[C:16](=[N:11][S:8](=[O:9])(=[O:10])[C:3]3[CH:4]=[CH:5][CH:6]=[CH:7][C:2]=32)[CH2:15][CH2:14]1, predict the reactants needed to synthesize it. The reactants are: [NH2:1][C:2]1[CH:7]=[CH:6][CH:5]=[CH:4][C:3]=1[S:8]([NH2:11])(=[O:10])=[O:9].Cl[CH2:13][CH2:14][CH2:15][C:16](Cl)=O.